From a dataset of Full USPTO retrosynthesis dataset with 1.9M reactions from patents (1976-2016). Predict the reactants needed to synthesize the given product. (1) Given the product [CH3:17][N:13]1[C:12]2[CH:18]=[C:19]3[C:20]4([C:28]5[C:23](=[CH:24][CH:25]=[CH:26][CH:27]=5)[N:22]([CH2:29][C@H:30]5[CH2:34][CH2:33][CH2:32][O:31]5)[C:21]4=[O:35])[CH2:2][O:8][C:9]3=[CH:10][C:11]=2[O:16][CH2:15][CH2:14]1, predict the reactants needed to synthesize it. The reactants are: F[C:2](F)(F)C(O)=O.[OH:8][C:9]1[C:19]([CH:20]2[C:28]3[C:23](=[CH:24][CH:25]=[CH:26][CH:27]=3)[N:22]([CH2:29][C@H:30]3[CH2:34][CH2:33][CH2:32][O:31]3)[C:21]2=[O:35])=[CH:18][C:12]2[N:13]([CH3:17])[CH2:14][CH2:15][O:16][C:11]=2[CH:10]=1.C1(C(C2C=CC=CC=2)N2C3C(=CC=CC=3)C(C3C=C(C)C(OC)=CC=3O)C2=O)C=CC=CC=1. (2) Given the product [CH:1]1([C@H:5]([NH:7][C:8]2[N:16]=[C:15]([C:17]([O:19][CH3:20])=[O:18])[N:14]=[C:13]3[C:9]=2[N:10]([CH2:31][C:32]2[CH:37]=[CH:36][C:35]([C:38]([F:39])([F:40])[F:41])=[CH:34][CH:33]=2)[C:11]([C:21]2[CH:26]=[C:25]([CH:27]([CH3:29])[CH3:28])[CH:24]=[CH:23][C:22]=2[O:30][CH2:48][CH3:49])=[N:12]3)[CH3:6])[CH2:4][CH2:3][CH2:2]1, predict the reactants needed to synthesize it. The reactants are: [CH:1]1([C@H:5]([NH:7][C:8]2[N:16]=[C:15]([C:17]([O:19][CH3:20])=[O:18])[N:14]=[C:13]3[C:9]=2[N:10]([CH2:31][C:32]2[CH:37]=[CH:36][C:35]([C:38]([F:41])([F:40])[F:39])=[CH:34][CH:33]=2)[C:11]([C:21]2[CH:26]=[C:25]([CH:27]([CH3:29])[CH3:28])[CH:24]=[CH:23][C:22]=2[OH:30])=[N:12]3)[CH3:6])[CH2:4][CH2:3][CH2:2]1.C(=O)([O-])[O-].[K+].[K+].[CH2:48](I)[CH3:49].